This data is from Catalyst prediction with 721,799 reactions and 888 catalyst types from USPTO. The task is: Predict which catalyst facilitates the given reaction. (1) Reactant: [CH2:1]([N:8]1[N:17]=[C:16](Cl)[C:15]2[C:10](=[CH:11][CH:12]=[CH:13][CH:14]=2)[C:9]1=[O:19])[C:2]1[CH:7]=[CH:6][CH:5]=[CH:4][CH:3]=1.[CH3:20][C:21]1[C:25](B2OC(C)(C)C(C)(C)O2)=[C:24]([CH3:35])[O:23][N:22]=1.C([O-])([O-])=O.[Na+].[Na+]. Product: [CH2:1]([N:8]1[N:17]=[C:16]([C:25]2[C:21]([CH3:20])=[N:22][O:23][C:24]=2[CH3:35])[C:15]2[C:10](=[CH:11][CH:12]=[CH:13][CH:14]=2)[C:9]1=[O:19])[C:2]1[CH:7]=[CH:6][CH:5]=[CH:4][CH:3]=1. The catalyst class is: 460. (2) Reactant: [NH2:1][C:2]([NH2:4])=[O:3].[CH3:5][C:6](=[C:8]([CH3:10])[CH3:9])[CH3:7].S(=O)(=O)(O)O.[OH-].[Na+]. Product: [CH3:5][C:6]([NH:1][C:2]([NH2:4])=[O:3])([CH:8]([CH3:10])[CH3:9])[CH3:7]. The catalyst class is: 211. (3) Reactant: [F:1][C:2]([F:41])([F:40])[C:3]1[CH:4]=[C:5]([CH:13]([C:35]2[N:36]=[N:37][NH:38][N:39]=2)[N:14]2[C:23]3[C:18](=[CH:19][CH:20]=[C:21]([C:24]([F:27])([F:26])[F:25])[CH:22]=3)[N:17]([C:28]([O:30][CH2:31][CH3:32])=[O:29])[CH:16]([CH2:33][CH3:34])[CH2:15]2)[CH:6]=[C:7]([C:9]([F:12])([F:11])[F:10])[CH:8]=1.C(C1CN[C:51]2[C:46](=CC=[CH:49][CH:50]=2)N1)C.CCN(C(C)C)C(C)C.BrCC(N)=O. Product: [F:41][C:2]([F:1])([F:40])[C:3]1[CH:4]=[C:5]([CH:13]([C:35]2[N:36]=[N:37][N:38]([CH2:49][CH:50]3[CH2:46][CH2:51]3)[N:39]=2)[N:14]2[C:23]3[C:18](=[CH:19][CH:20]=[C:21]([C:24]([F:25])([F:26])[F:27])[CH:22]=3)[N:17]([C:28]([O:30][CH2:31][CH3:32])=[O:29])[CH:16]([CH2:33][CH3:34])[CH2:15]2)[CH:6]=[C:7]([C:9]([F:12])([F:11])[F:10])[CH:8]=1. The catalyst class is: 68. (4) The catalyst class is: 101. Product: [O:28]1[CH2:29][CH2:30][N:31]([C:34]2[CH:35]=[CH:36][C:37]([NH:38][C:2]3[N:7]=[C:6]4[N:8]([CH:11]5[CH2:16][CH2:15][CH2:14][CH2:13][O:12]5)[N:9]=[CH:10][C:5]4=[C:4]([C:17]4[CH:18]=[C:19]([NH:23][C:24](=[O:27])[CH:25]=[CH2:26])[CH:20]=[CH:21][CH:22]=4)[N:3]=3)=[CH:39][CH:40]=2)[CH2:32][CH2:33]1. Reactant: Cl[C:2]1[N:7]=[C:6]2[N:8]([CH:11]3[CH2:16][CH2:15][CH2:14][CH2:13][O:12]3)[N:9]=[CH:10][C:5]2=[C:4]([C:17]2[CH:18]=[C:19]([NH:23][C:24](=[O:27])[CH:25]=[CH2:26])[CH:20]=[CH:21][CH:22]=2)[N:3]=1.[O:28]1[CH2:33][CH2:32][N:31]([C:34]2[CH:40]=[CH:39][C:37]([NH2:38])=[CH:36][CH:35]=2)[CH2:30][CH2:29]1.C([O-])([O-])=O.[Cs+].[Cs+].C1(P(C2C=CC=CC=2)C2C3OC4C(=CC=CC=4P(C4C=CC=CC=4)C4C=CC=CC=4)C(C)(C)C=3C=CC=2)C=CC=CC=1. (5) Reactant: Br[C:2](Br)=[CH:3][C:4]1[O:5][CH:6]=[CH:7][CH:8]=1.C([Li])CCC.Cl[C:16]1([C:28]([F:31])([F:30])[F:29])[C:21]2[CH:22]=[C:23]([Cl:26])[CH:24]=[CH:25][C:20]=2[NH:19][C:18](=[O:27])[O:17]1. Product: [Cl:26][C:23]1[CH:24]=[CH:25][C:20]2[NH:19][C:18](=[O:27])[O:17][C:16]([C:2]#[C:3][C:4]3[O:5][CH:6]=[CH:7][CH:8]=3)([C:28]([F:29])([F:30])[F:31])[C:21]=2[CH:22]=1. The catalyst class is: 1. (6) Reactant: [C:1]([O:5][C:6]([N:8]1[C:13]2[CH:14]=[C:15]([Cl:19])[C:16](Br)=[CH:17][C:12]=2[O:11][CH:10]([C:20]([N:22]2[CH2:27][CH2:26][C:25]([C:36]#[N:37])([CH2:28][C:29]3[CH:34]=[CH:33][C:32]([F:35])=[CH:31][CH:30]=3)[CH2:24][CH2:23]2)=[O:21])[CH2:9]1)=[O:7])([CH3:4])([CH3:3])[CH3:2].CC1(C)C(C)(C)OB([C:46]2[CH:47]=[N:48][N:49]([C:51]([C:64]3[CH:69]=[CH:68][CH:67]=[CH:66][CH:65]=3)([C:58]3[CH:63]=[CH:62][CH:61]=[CH:60][CH:59]=3)[C:52]3[CH:57]=[CH:56][CH:55]=[CH:54][CH:53]=3)[CH:50]=2)O1.C(=O)([O-])[O-].[Na+].[Na+]. Product: [C:1]([O:5][C:6]([N:8]1[C:13]2[CH:14]=[C:15]([Cl:19])[C:16]([C:46]3[CH:47]=[N:48][N:49]([C:51]([C:58]4[CH:63]=[CH:62][CH:61]=[CH:60][CH:59]=4)([C:52]4[CH:53]=[CH:54][CH:55]=[CH:56][CH:57]=4)[C:64]4[CH:69]=[CH:68][CH:67]=[CH:66][CH:65]=4)[CH:50]=3)=[CH:17][C:12]=2[O:11][CH:10]([C:20]([N:22]2[CH2:27][CH2:26][C:25]([C:36]#[N:37])([CH2:28][C:29]3[CH:34]=[CH:33][C:32]([F:35])=[CH:31][CH:30]=3)[CH2:24][CH2:23]2)=[O:21])[CH2:9]1)=[O:7])([CH3:4])([CH3:3])[CH3:2]. The catalyst class is: 587.